From a dataset of Catalyst prediction with 721,799 reactions and 888 catalyst types from USPTO. Predict which catalyst facilitates the given reaction. Reactant: [C:1](OC(=O)C)(=[O:3])[CH3:2].[F:8][C:9]1[CH:14]=[C:13]([CH2:15][NH:16][C:17]2[CH:18]=[CH:19][CH:20]=[C:21]3[C:26]=2[N:25]([CH2:27][CH2:28][CH3:29])[CH2:24][CH2:23][CH2:22]3)[CH:12]=[CH:11][C:10]=1[CH2:30][CH2:31][C:32]([O:34][CH2:35][CH3:36])=[O:33].C(O)(=O)CC(CC(O)=O)(C(O)=O)O. Product: [C:1]([N:16]([CH2:15][C:13]1[CH:12]=[CH:11][C:10]([CH2:30][CH2:31][C:32]([O:34][CH2:35][CH3:36])=[O:33])=[C:9]([F:8])[CH:14]=1)[C:17]1[CH:18]=[CH:19][CH:20]=[C:21]2[C:26]=1[N:25]([CH2:27][CH2:28][CH3:29])[CH2:24][CH2:23][CH2:22]2)(=[O:3])[CH3:2]. The catalyst class is: 17.